Dataset: Forward reaction prediction with 1.9M reactions from USPTO patents (1976-2016). Task: Predict the product of the given reaction. (1) Given the reactants [C:1]1(=[O:8])[O:7][C:5](=O)[CH2:4][O:3][CH2:2]1.[NH2:9][CH2:10][CH2:11][CH2:12][OH:13], predict the reaction product. The product is: [OH:13][CH2:12][CH2:11][CH2:10][N:9]1[C:1](=[O:8])[CH2:2][O:3][CH2:4][C:5]1=[O:7]. (2) Given the reactants [F:1][C:2]1[CH:7]=[CH:6][C:5]([C:8]2[N:15]3[C:11]([S:12][CH2:13][CH2:14]3)=[C:10]([CH2:16]O)[C:9]=2[C:18]2[CH:23]=[CH:22][N:21]=[CH:20][CH:19]=2)=[CH:4][CH:3]=1.C(#N)C.[I-].[Na+].C[Si](Cl)(C)C, predict the reaction product. The product is: [F:1][C:2]1[CH:3]=[CH:4][C:5]([C:8]2[N:15]3[C:11]([S:12][CH2:13][CH2:14]3)=[C:10]([CH3:16])[C:9]=2[C:18]2[CH:19]=[CH:20][N:21]=[CH:22][CH:23]=2)=[CH:6][CH:7]=1. (3) Given the reactants [C:1](#[N:3])[CH3:2].[OH:4]S(O)(=O)=O.[CH2:9]([N:16]1[CH2:21][CH2:20][C:19]([C:23]2[CH:28]=[CH:27][C:26]([Cl:29])=[CH:25][CH:24]=2)(O)[CH2:18][CH2:17]1)[C:10]1[CH:15]=[CH:14][CH:13]=[CH:12][CH:11]=1, predict the reaction product. The product is: [CH2:9]([N:16]1[CH2:21][CH2:20][C:19]([NH:3][C:1](=[O:4])[CH3:2])([C:23]2[CH:28]=[CH:27][C:26]([Cl:29])=[CH:25][CH:24]=2)[CH2:18][CH2:17]1)[C:10]1[CH:15]=[CH:14][CH:13]=[CH:12][CH:11]=1. (4) Given the reactants [CH3:1][N:2]([CH3:29])[C:3](=[O:28])[C:4]1[CH:9]=[CH:8][C:7]([C@H:10]([C:21]2[CH:26]=[CH:25][CH:24]=[CH:23][C:22]=2[CH3:27])[CH2:11][C:12]([C:14]2[CH:19]=[CH:18][N:17]=[C:16]([CH3:20])[CH:15]=2)=O)=[CH:6][CH:5]=1.Cl.[NH2:31][OH:32].C(=O)([O-])O.[Na+], predict the reaction product. The product is: [OH:32]/[N:31]=[C:12](/[C:14]1[CH:19]=[CH:18][N:17]=[C:16]([CH3:20])[CH:15]=1)\[CH2:11][C@H:10]([C:7]1[CH:8]=[CH:9][C:4]([C:3]([N:2]([CH3:29])[CH3:1])=[O:28])=[CH:5][CH:6]=1)[C:21]1[CH:26]=[CH:25][CH:24]=[CH:23][C:22]=1[CH3:27].